Dataset: Full USPTO retrosynthesis dataset with 1.9M reactions from patents (1976-2016). Task: Predict the reactants needed to synthesize the given product. (1) Given the product [CH2:26]([O:22][C:21](=[O:23])[C:20]1[CH:19]=[CH:18][C:17]([N:15]2[C:3]([C:2]([F:13])([F:12])[F:1])=[CH:4][C:5]([C:6]([F:9])([F:8])[F:7])=[N:16]2)=[CH:25][CH:24]=1)[CH3:27], predict the reactants needed to synthesize it. The reactants are: [F:1][C:2]([F:13])([F:12])[C:3](=O)[CH2:4][C:5](=O)[C:6]([F:9])([F:8])[F:7].Cl.[NH:15]([C:17]1[CH:25]=[CH:24][C:20]([C:21]([OH:23])=[O:22])=[CH:19][CH:18]=1)[NH2:16].[CH2:26](O)[CH3:27]. (2) Given the product [Cl:1][C:2]1[C:3]([C:29]([NH:31][CH:32]2[CH2:34][CH2:33]2)=[O:30])=[CH:4][C:5]2[N:9]([CH2:38][CH3:39])[C:8]([C:10]([NH:12][CH:13]([C:18]3[CH:23]=[CH:22][CH:21]=[C:20]([C:24]([F:25])([F:27])[F:26])[CH:19]=3)[C:14]([F:15])([F:16])[F:17])=[O:11])=[N:7][C:6]=2[CH:28]=1.[Cl:1][C:2]1[C:3]([C:29]([NH:31][CH:32]2[CH2:34][CH2:33]2)=[O:30])=[CH:4][C:5]2[N:9]=[C:8]([C:10]([NH:12][CH:13]([C:18]3[CH:23]=[CH:22][CH:21]=[C:20]([C:24]([F:25])([F:27])[F:26])[CH:19]=3)[C:14]([F:15])([F:16])[F:17])=[O:11])[N:7]([CH2:38][CH3:39])[C:6]=2[CH:28]=1, predict the reactants needed to synthesize it. The reactants are: [Cl:1][C:2]1[C:3]([C:29]([NH:31][CH:32]2[CH2:34][CH2:33]2)=[O:30])=[CH:4][C:5]2[N:9]=[C:8]([C:10]([NH:12][CH:13]([C:18]3[CH:23]=[CH:22][CH:21]=[C:20]([C:24]([F:27])([F:26])[F:25])[CH:19]=3)[C:14]([F:17])([F:16])[F:15])=[O:11])[NH:7][C:6]=2[CH:28]=1.[H-].[Na+].I[CH2:38][CH3:39].O. (3) Given the product [C:1]1([CH:7]([NH:14][CH:15]2[CH2:20][CH2:19][N:18]([CH2:21][CH2:22][CH2:23][NH:24][C:26]3[CH:27]=[CH:28][C:29]4[N:30]([CH:32]=[C:33]([C:35]([CH3:41])([CH3:42])[C:36]([O:38][CH2:39][CH3:40])=[O:37])[N:34]=4)[N:31]=3)[CH2:17][CH2:16]2)[C:8]2[CH:13]=[CH:12][CH:11]=[CH:10][CH:9]=2)[CH:6]=[CH:5][CH:4]=[CH:3][CH:2]=1, predict the reactants needed to synthesize it. The reactants are: [C:1]1([CH:7]([NH:14][CH:15]2[CH2:20][CH2:19][N:18]([CH2:21][CH2:22][CH2:23][NH2:24])[CH2:17][CH2:16]2)[C:8]2[CH:13]=[CH:12][CH:11]=[CH:10][CH:9]=2)[CH:6]=[CH:5][CH:4]=[CH:3][CH:2]=1.Cl[C:26]1[CH:27]=[CH:28][C:29]2[N:30]([CH:32]=[C:33]([C:35]([CH3:42])([CH3:41])[C:36]([O:38][CH2:39][CH3:40])=[O:37])[N:34]=2)[N:31]=1.C(=O)(O)[O-].[Na+]. (4) The reactants are: [NH2:1][S:2]([C:5]1[CH:6]=[C:7]([CH:11]=[CH:12][CH:13]=1)[C:8](O)=[O:9])(=[O:4])=[O:3].Cl. Given the product [OH:9][CH2:8][C:7]1[CH:6]=[C:5]([S:2]([NH2:1])(=[O:3])=[O:4])[CH:13]=[CH:12][CH:11]=1, predict the reactants needed to synthesize it.